This data is from Forward reaction prediction with 1.9M reactions from USPTO patents (1976-2016). The task is: Predict the product of the given reaction. (1) Given the reactants CCN(C(C)C)C(C)C.CCN=C=NCCCN(C)C.Cl.C1C=CC2N(O)N=NC=2C=1.[C:32]([O:36][C:37]([N:39]1[CH2:44][CH2:43][N:42]2[CH:45]=[C:46]([C:48]([OH:50])=O)[N:47]=[C:41]2[CH2:40]1)=[O:38])([CH3:35])([CH3:34])[CH3:33].[N:51]1[CH:56]=[CH:55][C:54]([N:57]2[CH2:62][CH2:61][C:60]3([CH2:67][CH2:66][NH:65][CH2:64][CH2:63]3)[CH2:59][CH2:58]2)=[CH:53][CH:52]=1, predict the reaction product. The product is: [N:51]1[CH:52]=[CH:53][C:54]([N:57]2[CH2:62][CH2:61][C:60]3([CH2:63][CH2:64][N:65]([C:48]([C:46]4[N:47]=[C:41]5[CH2:40][N:39]([C:37]([O:36][C:32]([CH3:33])([CH3:34])[CH3:35])=[O:38])[CH2:44][CH2:43][N:42]5[CH:45]=4)=[O:50])[CH2:66][CH2:67]3)[CH2:59][CH2:58]2)=[CH:55][CH:56]=1. (2) Given the reactants [CH3:1][CH:2]1[CH2:7][CH2:6][CH2:5][CH2:4][CH:3]1[NH:8][C:9]1[C:10]2[N:11]([CH:17]=[CH:18][CH:19]=2)[N:12]=[CH:13][C:14]=1[C:15]#[N:16].[NH2:20][OH:21], predict the reaction product. The product is: [OH:21][NH:20][C:15]([C:14]1[CH:13]=[N:12][N:11]2[CH:17]=[CH:18][CH:19]=[C:10]2[C:9]=1[NH:8][CH:3]1[CH2:4][CH2:5][CH2:6][CH2:7][CH:2]1[CH3:1])=[NH:16]. (3) The product is: [Cl:35][C:22]1[CH:21]=[C:20]([NH:19][C:17]2[N:16]=[CH:15][N:14]=[C:13]3[NH:12][N:11]=[C:10]([O:9][CH2:8][CH2:7][N:1]4[CH2:5][CH2:4][CH2:3][CH2:2]4)[C:18]=23)[CH:25]=[CH:24][C:23]=1[O:26][CH2:27][C:28]1[CH:33]=[CH:32][CH:31]=[C:30]([F:34])[CH:29]=1. Given the reactants [NH:1]1[CH2:5][CH2:4][CH2:3][CH2:2]1.Cl[CH2:7][CH2:8][O:9][C:10]1[C:18]2[C:13](=[N:14][CH:15]=[N:16][C:17]=2[NH:19][C:20]2[CH:25]=[CH:24][C:23]([O:26][CH2:27][C:28]3[CH:33]=[CH:32][CH:31]=[C:30]([F:34])[CH:29]=3)=[C:22]([Cl:35])[CH:21]=2)[NH:12][N:11]=1, predict the reaction product. (4) The product is: [CH3:27][O:28][C:29](=[O:37])[C:30]1[CH:35]=[CH:34][CH:33]=[C:32]([NH:36][C:13](=[O:14])[CH2:12][O:11][C:10]2[CH:16]=[C:17]([C:20]#[N:21])[CH:18]=[CH:19][C:9]=2[CH2:8][NH:7][C:5](=[O:6])[C:4]2[CH:22]=[C:23]([O:25][CH3:26])[CH:24]=[C:2]([Cl:1])[CH:3]=2)[CH:31]=1. Given the reactants [Cl:1][C:2]1[CH:3]=[C:4]([CH:22]=[C:23]([O:25][CH3:26])[CH:24]=1)[C:5]([NH:7][CH2:8][C:9]1[CH:19]=[CH:18][C:17]([C:20]#[N:21])=[CH:16][C:10]=1[O:11][CH2:12][C:13](O)=[O:14])=[O:6].[CH3:27][O:28][C:29](=[O:37])[C:30]1[CH:35]=[CH:34][CH:33]=[C:32]([NH2:36])[CH:31]=1, predict the reaction product.